Predict the product of the given reaction. From a dataset of Forward reaction prediction with 1.9M reactions from USPTO patents (1976-2016). (1) The product is: [Br:14][C:15]1[S:19][C:18]([NH:20][C:6](=[O:7])[C:5]2[CH:9]=[CH:10][C:2]([Cl:1])=[C:3]([N+:11]([O-:13])=[O:12])[CH:4]=2)=[N:17][CH:16]=1. Given the reactants [Cl:1][C:2]1[CH:10]=[CH:9][C:5]([C:6](Cl)=[O:7])=[CH:4][C:3]=1[N+:11]([O-:13])=[O:12].[Br:14][C:15]1[S:19][C:18]([NH2:20])=[N:17][CH:16]=1, predict the reaction product. (2) The product is: [CH3:15][C:6]1[C:5]([O:4][CH:2]([CH3:3])[CH3:1])=[CH:10][C:9]([N+:11]([O-:13])=[O:12])=[C:8]([NH:16][CH:17]2[CH2:18][CH2:19][N:20]([C:23]([O:25][C:26]([CH3:29])([CH3:28])[CH3:27])=[O:24])[CH2:21][CH2:22]2)[CH:7]=1. Given the reactants [CH3:1][CH:2]([O:4][C:5]1[CH:10]=[C:9]([N+:11]([O-:13])=[O:12])[C:8](F)=[CH:7][C:6]=1[CH3:15])[CH3:3].[NH2:16][CH:17]1[CH2:22][CH2:21][N:20]([C:23]([O:25][C:26]([CH3:29])([CH3:28])[CH3:27])=[O:24])[CH2:19][CH2:18]1.C(N(C(C)C)CC)(C)C, predict the reaction product. (3) Given the reactants [CH:1]12[CH2:9][CH:5]3[CH2:6][CH:7]([CH2:8]1)[C:3]([NH:10][C:11]([NH2:13])=[S:12])([CH2:4]3)[CH2:2]2.Br[C:15]1([C:19](OCC)=[O:20])[CH2:18][CH2:17][CH2:16]1, predict the reaction product. The product is: [CH:1]12[CH2:9][CH:5]3[CH2:6][CH:7]([CH2:8]1)[C:3]([NH:10][C:11]1[S:12][C:15]4([C:19](=[O:20])[N:13]=1)[CH2:18][CH2:17][CH2:16]4)([CH2:4]3)[CH2:2]2. (4) Given the reactants O=[C:2]1[CH2:7][CH2:6][CH2:5][CH2:4][N:3]1[CH:8]1[CH2:13][CH2:12][N:11]([C:14]([O:16][C:17]([CH3:20])([CH3:19])[CH3:18])=[O:15])[CH2:10][CH2:9]1.COC1C=CC(P2(SP(C3C=CC(OC)=CC=3)(=S)S2)=[S:30])=CC=1, predict the reaction product. The product is: [S:30]=[C:2]1[CH2:7][CH2:6][CH2:5][CH2:4][N:3]1[CH:8]1[CH2:13][CH2:12][N:11]([C:14]([O:16][C:17]([CH3:20])([CH3:19])[CH3:18])=[O:15])[CH2:10][CH2:9]1. (5) Given the reactants [CH:1]1([C:4]2[C:5]([NH:24][S:25]([CH3:28])(=[O:27])=[O:26])=[CH:6][C:7]3[O:11][C:10]([C:12]4[CH:17]=[CH:16][C:15]([F:18])=[CH:14][CH:13]=4)=[C:9]([C:19]([NH:21][CH3:22])=[O:20])[C:8]=3[CH:23]=2)[CH2:3][CH2:2]1.[Br:29][C:30]1[CH:35]=[CH:34][C:33](B(O)O)=[CH:32][CH:31]=1.C(N(CC)CC)C, predict the reaction product. The product is: [Br:29][C:30]1[CH:35]=[CH:34][C:33]([N:24]([C:5]2[C:4]([CH:1]3[CH2:3][CH2:2]3)=[CH:23][C:8]3[C:9]([C:19]([NH:21][CH3:22])=[O:20])=[C:10]([C:12]4[CH:17]=[CH:16][C:15]([F:18])=[CH:14][CH:13]=4)[O:11][C:7]=3[CH:6]=2)[S:25]([CH3:28])(=[O:27])=[O:26])=[CH:32][CH:31]=1. (6) Given the reactants Cl.[CH2:2]([N:9]1[CH2:14][CH2:13][C:12]2([CH2:23][C:22](=[O:24])[C:21]3[C:16](=[CH:17][CH:18]=[C:19](/[CH:25]=[CH:26]/[C:27]([NH:29][OH:30])=[O:28])[CH:20]=3)[O:15]2)[CH2:11][CH2:10]1)[C:3]1[CH:8]=[CH:7][CH:6]=[CH:5][CH:4]=1.[BH4-].[Na+], predict the reaction product. The product is: [CH2:2]([N:9]1[CH2:14][CH2:13][C:12]2([CH2:23][CH:22]([OH:24])[C:21]3[C:16](=[CH:17][CH:18]=[C:19](/[CH:25]=[CH:26]/[C:27]([NH:29][OH:30])=[O:28])[CH:20]=3)[O:15]2)[CH2:11][CH2:10]1)[C:3]1[CH:8]=[CH:7][CH:6]=[CH:5][CH:4]=1. (7) Given the reactants CC1C=CC(S(O[CH2:12][CH2:13][N:14]2[CH:18]=[C:17]([I:19])[CH:16]=[N:15]2)(=O)=O)=CC=1.[CH3:20][NH:21][CH3:22].C1COCC1, predict the reaction product. The product is: [I:19][C:17]1[CH:16]=[N:15][N:14]([CH2:13][CH2:12][N:21]([CH3:22])[CH3:20])[CH:18]=1.